From a dataset of Reaction yield outcomes from USPTO patents with 853,638 reactions. Predict the reaction yield, written as a fraction of the theoretical maximum amount of product (1.0 means a 100% yield; for example, 0.34 means a 34% yield). (1) The reactants are Br[C:2]1[CH:3]=[C:4]2[C:8](=[C:9]([Cl:11])[CH:10]=1)[NH:7][C:6]([C:12]([N:14]1[CH2:19][CH2:18][C:17]([F:21])([F:20])[CH2:16][CH2:15]1)=[O:13])=[CH:5]2.C(N(CC)CC)C.[C:29]([O:32][CH2:33]C)(=[O:31])C. The catalyst is C(O)C.[Pd](Cl)Cl.C1(P(C2C=CC=CC=2)[C-]2C=CC=C2)C=CC=CC=1.[C-]1(P(C2C=CC=CC=2)C2C=CC=CC=2)C=CC=C1.[Fe+2]. The product is [CH3:33][O:32][C:29]([C:2]1[CH:3]=[C:4]2[C:8](=[C:9]([Cl:11])[CH:10]=1)[NH:7][C:6]([C:12]([N:14]1[CH2:19][CH2:18][C:17]([F:21])([F:20])[CH2:16][CH2:15]1)=[O:13])=[CH:5]2)=[O:31]. The yield is 0.690. (2) The reactants are [CH:1]1([NH:5][S:6]([C:9]2[CH:14]=[CH:13][C:12]([N+:15]([O-])=O)=[CH:11][CH:10]=2)(=[O:8])=[O:7])[CH2:4][CH2:3][CH2:2]1.[Cl-].[NH4+]. The catalyst is O.[Fe]. The product is [NH2:15][C:12]1[CH:13]=[CH:14][C:9]([S:6]([NH:5][CH:1]2[CH2:4][CH2:3][CH2:2]2)(=[O:8])=[O:7])=[CH:10][CH:11]=1. The yield is 0.930.